From a dataset of Plasma protein binding rate (PPBR) regression data from AstraZeneca. Regression/Classification. Given a drug SMILES string, predict its absorption, distribution, metabolism, or excretion properties. Task type varies by dataset: regression for continuous measurements (e.g., permeability, clearance, half-life) or binary classification for categorical outcomes (e.g., BBB penetration, CYP inhibition). For this dataset (ppbr_az), we predict Y. (1) The Y is 92.6 %. The compound is Cc1cnc(Nc2cc(N3CCOCC3)nc(N[C@@H](C)c3ncc(F)cn3)n2)s1. (2) The drug is Cc1nc(C)c(-c2ccc([C@H]3CC[C@H](CC(N)=O)CC3)cc2)nc1C(N)=O. The Y is 87.1 %. (3) The molecule is CCC(CC)NC(=O)c1c(C)nn(-c2ccccc2)c1NS(=O)(=O)c1ccc(C)cc1. The Y is 99.5 %.